This data is from Catalyst prediction with 721,799 reactions and 888 catalyst types from USPTO. The task is: Predict which catalyst facilitates the given reaction. (1) Reactant: [OH:1][CH2:2][CH2:3][O:4][CH2:5][CH2:6][O:7][CH2:8][CH2:9][OH:10].[H-].[Na+].Br[CH2:14][C:15]([OH:17])=[O:16].Br[CH2:19][C:20]1[CH:25]=[CH:24][CH:23]=[CH:22][CH:21]=1. Product: [CH2:19]([O:17][C:15](=[O:16])[CH2:14][O:1][CH2:2][CH2:3][O:4][CH2:5][CH2:6][O:7][CH2:8][CH2:9][OH:10])[C:20]1[CH:25]=[CH:24][CH:23]=[CH:22][CH:21]=1. The catalyst class is: 3. (2) Reactant: [Cl:1][C:2]1[CH:3]=[C:4]([CH:7]=[CH:8][C:9]=1[O:10][C:11]1[CH:16]=[CH:15][C:14]([CH:17]=[O:18])=[CH:13][CH:12]=1)[C:5]#[N:6].C(=O)([O-])[O-:20].[K+].[K+].OO. Product: [Cl:1][C:2]1[CH:3]=[C:4]([CH:7]=[CH:8][C:9]=1[O:10][C:11]1[CH:16]=[CH:15][C:14]([CH:17]=[O:18])=[CH:13][CH:12]=1)[C:5]([NH2:6])=[O:20]. The catalyst class is: 16. (3) Reactant: [Cl:1][C:2]1[CH:3]=[C:4]([N:8]2[C:13](=[O:14])[C:12]([O:15]C)=[C:11]([C:17]3[CH:22]=[CH:21][C:20]([S:23]([CH3:26])(=[O:25])=[O:24])=[CH:19][CH:18]=3)[CH:10]=[N:9]2)[CH:5]=[CH:6][CH:7]=1.Cl. Product: [Cl:1][C:2]1[CH:3]=[C:4]([N:8]2[C:13](=[O:14])[C:12]([OH:15])=[C:11]([C:17]3[CH:22]=[CH:21][C:20]([S:23]([CH3:26])(=[O:25])=[O:24])=[CH:19][CH:18]=3)[CH:10]=[N:9]2)[CH:5]=[CH:6][CH:7]=1. The catalyst class is: 74. (4) Reactant: [CH3:1][O:2][C:3]1[CH:8]=[CH:7][C:6]([CH2:9][CH2:10][C:11](=O)[CH3:12])=[CH:5][CH:4]=1.C([O-])(=O)C.[NH4+].C([BH3-])#[N:20].[Na+].Cl. Product: [CH3:1][O:2][C:3]1[CH:8]=[CH:7][C:6]([CH2:9][CH2:10][CH:11]([NH2:20])[CH3:12])=[CH:5][CH:4]=1. The catalyst class is: 5. (5) Reactant: [CH3:1][CH:2]([CH3:20])[CH2:3][CH:4]([N:8]1[C:16]2[C:11](=[CH:12][C:13]([CH3:17])=[CH:14][CH:15]=2)[C:10](=[O:18])[C:9]1=[O:19])[C:5]([OH:7])=O.[CH3:21][N:22]1[CH:26]=[CH:25][C:24]([NH2:27])=[N:23]1.C(N(CC)C(C)C)(C)C.F[P-](F)(F)(F)(F)F.N1(O[P+](N(C)C)(N(C)C)N(C)C)C2C=CC=CC=2N=N1. Product: [CH3:21][N:22]1[CH:26]=[CH:25][C:24]([NH:27][C:5](=[O:7])[CH:4]([N:8]2[C:16]3[C:11](=[CH:12][C:13]([CH3:17])=[CH:14][CH:15]=3)[C:10](=[O:18])[C:9]2=[O:19])[CH2:3][CH:2]([CH3:1])[CH3:20])=[N:23]1. The catalyst class is: 42. (6) Reactant: C[CH:2]1[C:9](=[O:10])[C:5]2S[CH:7]=[CH:8][C:4]=2[CH2:3]1.Br[C:12]1[C:17](C)=[CH:16][CH:15]=[CH:14][C:13]=1[CH2:19]Br.Br[C:22]1[C:27]([CH3:28])=[CH:26][CH:25]=[CH:24][C:23]=1C.Cl[Pd:31]Cl. Product: [CH:22]1[CH:23]=[CH:24][C:8](/[CH:4]=[CH:5]/[C:9](/[CH:2]=[CH:3]/[C:12]2[CH:13]=[CH:14][CH:15]=[CH:16][CH:17]=2)=[O:10])=[CH:7][CH:27]=1.[CH:24]1[CH:25]=[CH:26][C:27](/[CH:28]=[CH:5]/[C:9](/[CH:2]=[CH:19]/[C:13]2[CH:12]=[CH:17][CH:16]=[CH:15][CH:14]=2)=[O:10])=[CH:22][CH:23]=1.[Pd:31]. The catalyst class is: 7.